This data is from Experimentally validated miRNA-target interactions with 360,000+ pairs, plus equal number of negative samples. The task is: Binary Classification. Given a miRNA mature sequence and a target amino acid sequence, predict their likelihood of interaction. (1) The miRNA is hsa-miR-339-5p with sequence UCCCUGUCCUCCAGGAGCUCACG. The protein sequence of the target gene is MLGPTWEPLAPTSMLGLEGPCWVGPGPDGGFAVSEEFGDVQLFGSAHQPLGSLGTLTGHNFGHPAGVCSDAEGSIIVADEQRHQVTLFPRVGPPICLQLEGLKRPLGMACAPQGQLVVADAGDNCIKLYQYLGEMA. Result: 0 (no interaction). (2) The miRNA is hsa-miR-6130 with sequence UGAGGGAGUGGAUUGUAUG. Result: 1 (interaction). The protein sequence of the target gene is MERAMEQLNRLTRSLRRARTVELPEDNETAVYTLMPMVMADQHRSVSELLSNSKFDVNYAFGRVKRSLLHIAANCGSVECLVLLLKKGANPNYQDISGCTPLHLAARNGQKKCMSKLLEYSADVNICNNEGLTAIHWLAVNGRTELLHDLVQHVSDVDVEDAMGQTALHVACQNGHKTTVQCLLDSGADINRPNVSGATPLYFACSHGQRDTAQILLLRGAKYLPDKNGVTPLDLCVQGGYGETCEVLIQYHPRLFQTIIQMTQNEDLRENMLRQVLEHLSQQSESQYLKILTSLAEVAT.... (3) The miRNA is mmu-miR-592-5p with sequence AUUGUGUCAAUAUGCGAUGAUGU. The protein sequence of the target gene is MGMRARVPKVAHSTRRPPAARMWLPRFSSKTVTVLLLAQTTCLLLFIISRPGPSSPAGGEDRVHVLVLSSWRSGSSFLGQLFSQHPDVFYLMEPAWHVWTTLSQGSAATLHMAVRDLMRSIFLCDMDVFDAYMPQSRNLSAFFNWATSRALCSPPACSAFPRGTISKQDVCKTLCTRQPFSLAREACRSYSHVVLKEVRFFNLQVLYPLLSDPALNLRIVHLVRDPRAVLRSREAAGPILARDNGIVLGTNGKWVEADPHLRLIREVCRSHVRIAEAATLKPPPFLRGRYRLVRFEDLAR.... Result: 0 (no interaction). (4) The miRNA is mmu-miR-466p-5p with sequence UAUGUGUGUGUACAUGUACAU. The protein sequence of the target gene is MAFPHRLDAPELPDFSMLKRLARDQLIYLLEQLPGKKDLFIEADLMSPLDRIANVSILKQHEVDKLYKVENKPALSANEQLCFLVRPRIKNMRYIASLVNADKLAGRIRKYKVILSPQKFYACEMVLEEEGVYGDVSCDEWAFSLLPLDVDLLSMELPEFFRDYFLEGDQRWINTVAQALHLLSTLYGPFPNCYGIGRCAKMSYDLWRKLEEEEDSETKGRKPEIGHIFLLDRDVDFVTALCSQVVYEGLVDDTFRIKCGSVDFGPEVTSSDKSLKVLLNAEDKVFSEIRNEHFSNVFGF.... Result: 1 (interaction). (5) The miRNA is hsa-miR-4659a-3p with sequence UUUCUUCUUAGACAUGGCAACG. The protein sequence of the target gene is MSIQAPPRLLELAGQSLLRDQALSISAMEELPRVLYLPLFMEAFRRRHFQTLTVMVQAWPFTCLPLGSLMKTLHLETLKALLEGLHMLLTQKDRPRRRKLQVLDLRDVDENFWARWPGAWALSCFPETMSKRQTAEDRPRMGEHQPLKVFIDICLKEIPQDECLRYLFQWVYQRRGLVHLCCSKLVNYLTPIKHLRKSLKIIYLNSIQELEIHNMSWPRLIRKLRCYLKEMKTLGKLVFSRCHHSTSDNELEGRLVTKFSSVFLGLEHLQLLKIKLITFFSGHLEQLIRCLQNPLENLEL.... Result: 0 (no interaction). (6) The miRNA is hsa-miR-204-5p with sequence UUCCCUUUGUCAUCCUAUGCCU. The protein sequence of the target gene is MEWSSESAAVRRHRGTAERREGEAAASHRQREASAQEDAKGVGRMWGKTENGGGSRVAKTALSEARTALALALYLLALRALVQLSLQRLVLSRTSGLQGEFDARQARDYLEHITAIGPRTTGSTENEILTVQYLLEQIKLIEAQSNSLHSISVDIQRPTGSFSIDFLGGFTSYYDNITNVVVKLEPRDGAESAILANCHFDSVANSPGASDDAVSCAVMLEVLRVMSASPEPMQHAVVFLFNGAEENVLQASHGFITQHPWASLIRAFINLEAAGVGGKELVFQTGPENPWLVQAYVSAA.... Result: 0 (no interaction). (7) The miRNA is mmu-miR-1941-5p with sequence AGGGAGAUGCUGGUACAGAGGCUU. The protein sequence of the target gene is MGKMAAAVGSVATLATEPGEDAFRKLFRFYRQSRPGTADLEGVIDFSAAHAARGKGPGAQKVIKSQLNVSSVSEQNAYRAGLQPVSKWQAYGLKGYPGFIFIPNPFLPGYQWHWVKQCLKLYSQKPNVCNLDKHMSKEETQDLWEQSKEFLRYKEATKRRPRSLLEKLRWVTVGYHYNWDSKKYSADHYTPFPSDLGFLSEQVAAACGFEDFRAEAGILNYYRLDSTLGIHVDRSELDHSKPLLSFSFGQSAIFLLGGLQRDEAPTAMFMHSGDIMIMSGFSRLLNHAVPRVLPNPEGEG.... Result: 0 (no interaction).